The task is: Predict the reaction yield, written as a fraction of the theoretical maximum amount of product (1.0 means a 100% yield; for example, 0.34 means a 34% yield).. This data is from Reaction yield outcomes from USPTO patents with 853,638 reactions. (1) The reactants are [NH2:1][C:2]1[S:3][C:4]2[CH2:10][CH2:9][CH2:8][CH2:7][C:5]=2[N:6]=1.[CH2:11]([Br:18])[C:12]1[CH:17]=[CH:16][CH:15]=[CH:14][CH:13]=1. The catalyst is C1COCC1. The product is [BrH:18].[C:12]1([CH2:11][N:6]2[C:5]3[CH2:7][CH2:8][CH2:9][CH2:10][C:4]=3[S:3][C:2]2=[NH:1])[CH:17]=[CH:16][CH:15]=[CH:14][CH:13]=1. The yield is 0.750. (2) The reactants are [Br:1][C:2]1[CH:3]=[CH:4][C:5]2[C:10](=[O:11])OC(=O)[NH:7][C:6]=2[CH:13]=1.[CH3:14][N:15]([CH:23]1[CH2:28]CNCC1)[C:16](=[O:22])[O:17][C:18]([CH3:21])([CH3:20])[CH3:19].O.[CH3:30][N:31](C=O)C. The catalyst is CN(C1C=CN=CC=1)C. The product is [NH2:7][C:6]1[CH:13]=[C:2]([Br:1])[CH:3]=[CH:4][C:5]=1[C:10]([N:31]1[CH2:30][CH2:14][N:15]([C:16]([O:17][C:18]([CH3:19])([CH3:20])[CH3:21])=[O:22])[CH2:23][CH2:28]1)=[O:11]. The yield is 0.570. (3) The reactants are ClC1C=CC=C(Cl)C=1C[O:5][C:6]1[CH:15]=[C:14]2[C:9]([C:10](=[O:22])[CH:11]=[C:12]([N:16]3[CH2:21][CH2:20][O:19][CH2:18][CH2:17]3)[O:13]2)=[CH:8][CH:7]=1. The catalyst is CO.[Pd]. The yield is 0.570. The product is [OH:5][C:6]1[CH:15]=[C:14]2[C:9]([C:10](=[O:22])[CH:11]=[C:12]([N:16]3[CH2:17][CH2:18][O:19][CH2:20][CH2:21]3)[O:13]2)=[CH:8][CH:7]=1. (4) The reactants are [F:1][C:2]1[CH:8]=[CH:7][C:5]([NH2:6])=[CH:4][C:3]=1[CH3:9].[C:10]([CH2:12][C:13](OCC)=[O:14])#[N:11]. No catalyst specified. The product is [C:10]([CH2:12][C:13]([NH:6][C:5]1[CH:7]=[CH:8][C:2]([F:1])=[C:3]([CH3:9])[CH:4]=1)=[O:14])#[N:11]. The yield is 0.950. (5) The reactants are C[O:2][C:3](=[O:29])[C:4]1[CH:9]=[CH:8][C:7]([N:10]2[CH2:15][CH2:14][C:13]3[CH:16]=[C:17]([C:19]4[CH:24]=[CH:23][C:22]([Cl:25])=[CH:21][CH:20]=4)[S:18][C:12]=3[C:11]2=[O:26])=[CH:6][C:5]=1[O:27][CH3:28].[OH-].[Na+]. The catalyst is CO.O1CCCC1. The product is [Cl:25][C:22]1[CH:23]=[CH:24][C:19]([C:17]2[S:18][C:12]3[C:11](=[O:26])[N:10]([C:7]4[CH:8]=[CH:9][C:4]([C:3]([OH:29])=[O:2])=[C:5]([O:27][CH3:28])[CH:6]=4)[CH2:15][CH2:14][C:13]=3[CH:16]=2)=[CH:20][CH:21]=1. The yield is 0.490. (6) The reactants are [CH3:1][C:2]1[C:6]([CH2:7][N:8]2[CH:12]=[C:11]([N:13]3[C:17](=[O:18])[CH2:16][NH:15][C:14]3=[O:19])[CH:10]=[N:9]2)=[C:5]([CH3:20])[O:4][N:3]=1.[OH:21][C:22]1[CH:30]=[CH:29][C:25]([CH2:26][CH2:27]Br)=[CH:24][CH:23]=1. No catalyst specified. The product is [CH3:1][C:2]1[C:6]([CH2:7][N:8]2[CH:12]=[C:11]([N:13]3[C:17](=[O:18])[CH2:16][N:15]([CH2:27][CH2:26][C:25]4[CH:29]=[CH:30][C:22]([OH:21])=[CH:23][CH:24]=4)[C:14]3=[O:19])[CH:10]=[N:9]2)=[C:5]([CH3:20])[O:4][N:3]=1. The yield is 0.310. (7) The reactants are [C:1](O)([C:3](F)(F)F)=[O:2].N1C2C(=NC=CC=2)N(N2C(/C=[C:23]3\[C:24](=[O:33])[NH:25][C:26]4[C:31]\3=CC(F)=CC=4)=C(C)C(C([O-])=O)=C2C)N=1.CC[N:41](C(C)C)C(C)C. The catalyst is C(Cl)Cl.CN(C=O)C. The product is [NH2:41][C@H:23]1[CH2:31][CH2:26][N:25]([CH2:3][CH2:1][OH:2])[C:24]1=[O:33]. The yield is 0.792. (8) The reactants are [Si:1]([O:18][CH2:19][CH2:20][O:21][C:22]1[CH:27]=[CH:26][C:25]([CH2:28][CH2:29][C:30](OCC)=[O:31])=[C:24]([O:35][C:36]2[C:41]([Cl:42])=[CH:40][C:39]([C:43]([F:46])([F:45])[F:44])=[CH:38][N:37]=2)[CH:23]=1)([C:14]([CH3:17])([CH3:16])[CH3:15])([C:8]1[CH:13]=[CH:12][CH:11]=[CH:10][CH:9]=1)[C:2]1[CH:7]=[CH:6][CH:5]=[CH:4][CH:3]=1.[H-].C([Al+]CC(C)C)C(C)C. The catalyst is C(OCC)C.C1(C)C=CC=CC=1.[Cl-].[Na+].O. The product is [Si:1]([O:18][CH2:19][CH2:20][O:21][C:22]1[CH:27]=[CH:26][C:25]([CH2:28][CH2:29][CH2:30][OH:31])=[C:24]([O:35][C:36]2[C:41]([Cl:42])=[CH:40][C:39]([C:43]([F:46])([F:45])[F:44])=[CH:38][N:37]=2)[CH:23]=1)([C:14]([CH3:15])([CH3:16])[CH3:17])([C:8]1[CH:13]=[CH:12][CH:11]=[CH:10][CH:9]=1)[C:2]1[CH:3]=[CH:4][CH:5]=[CH:6][CH:7]=1. The yield is 0.600.